This data is from Full USPTO retrosynthesis dataset with 1.9M reactions from patents (1976-2016). The task is: Predict the reactants needed to synthesize the given product. Given the product [CH3:2][O:3][C:4]1[N:5]=[C:6]2[C:11](=[CH:12][CH:13]=1)[N:10]=[CH:9][CH:8]=[C:7]2[CH2:14][CH2:15][N:16]1[CH2:21][CH2:20][O:19][CH:18]([CH2:22][NH:23][C:44]([C:42]2[CH:41]=[CH:40][C:37]3[S:38][CH2:39][C:34](=[O:33])[NH:35][C:36]=3[N:43]=2)=[O:45])[CH2:17]1, predict the reactants needed to synthesize it. The reactants are: Cl.[CH3:2][O:3][C:4]1[N:5]=[C:6]2[C:11](=[CH:12][CH:13]=1)[N:10]=[CH:9][CH:8]=[C:7]2[CH2:14][CH2:15][N:16]1[CH2:21][CH2:20][O:19][CH:18]([CH2:22][NH2:23])[CH2:17]1.CCN(C(C)C)C(C)C.[O:33]=[C:34]1[CH2:39][S:38][C:37]2[CH:40]=[CH:41][C:42]([C:44](O)=[O:45])=[N:43][C:36]=2[NH:35]1.CN(C)CCCN=C=NCC.